Dataset: Catalyst prediction with 721,799 reactions and 888 catalyst types from USPTO. Task: Predict which catalyst facilitates the given reaction. (1) Reactant: [CH3:1][NH:2][CH2:3][CH2:4][OH:5].[OH-].[Na+].Br[CH2:9][CH2:10][CH2:11][Cl:12]. Product: [Cl:12][CH2:11][CH2:10][CH2:9][N:2]([CH3:1])[CH2:3][CH2:4][OH:5]. The catalyst class is: 21. (2) Reactant: [NH2:1][C:2]1[C:3](Cl)=[N:4][CH:5]=[N:6][C:7]=1[Cl:8].[NH:10]1[C:18]2[C:13](=[CH:14][CH:15]=[CH:16][CH:17]=2)[CH2:12][CH2:11]1.Cl. Product: [Cl:8][C:7]1[C:2]([NH2:1])=[C:3]([N:10]2[C:18]3[C:13](=[CH:14][CH:15]=[CH:16][CH:17]=3)[CH2:12][CH2:11]2)[N:4]=[CH:5][N:6]=1. The catalyst class is: 40. (3) The catalyst class is: 8. Product: [C:1]([OH:13])(=[O:12])[CH2:2][C:3]([CH2:8][C:9]([OH:11])=[O:10])([C:5]([OH:7])=[O:6])[OH:4].[CH3:45][N:15]([CH3:14])[C:16]1([C:39]2[CH:40]=[CH:41][CH:42]=[CH:43][CH:44]=2)[CH2:21][CH2:20][CH:19]([CH2:22][NH:23][C:24]([NH:26][CH:27]([CH3:38])[CH2:28][C:29]2[C:37]3[C:32](=[CH:33][CH:34]=[CH:35][CH:36]=3)[NH:31][CH:30]=2)=[S:25])[CH2:18][CH2:17]1. Reactant: [C:1]([O-:13])(=[O:12])[CH2:2][C:3]([CH2:8][C:9]([O-:11])=[O:10])([C:5]([O-:7])=[O:6])[OH:4].[CH3:14][N:15]([CH3:45])[C:16]1([C:39]2[CH:44]=[CH:43][CH:42]=[CH:41][CH:40]=2)[CH2:21][CH2:20][CH:19]([CH2:22][NH:23][C:24]([NH:26][CH:27]([CH3:38])[CH2:28][C:29]2[C:37]3[C:32](=[CH:33][CH:34]=[CH:35][CH:36]=3)[NH:31][CH:30]=2)=[S:25])[CH2:18][CH2:17]1.C(O)(=O)CC(CC(O)=O)(C(O)=O)O.CCOCC. (4) Reactant: [Cl:1][C:2]1[CH:7]=[CH:6][CH:5]=[C:4]([F:8])[C:3]=1[CH2:9][CH2:10][NH:11][C:12]1[N:17]=[C:16](SC)[N:15]=[C:14]([C:20]2[CH:21]=[CH:22][C:23](=[O:26])[NH:24][CH:25]=2)[CH:13]=1.ClC1C=C(C=CC=1)[C:31](OO)=[O:32].C[O-].[Na+]. Product: [Cl:1][C:2]1[CH:7]=[CH:6][CH:5]=[C:4]([F:8])[C:3]=1[CH2:9][CH2:10][NH:11][C:12]1[N:17]=[C:16]([O:32][CH3:31])[N:15]=[C:14]([C:20]2[CH:21]=[CH:22][C:23](=[O:26])[NH:24][CH:25]=2)[CH:13]=1. The catalyst class is: 100.